Dataset: Reaction yield outcomes from USPTO patents with 853,638 reactions. Task: Predict the reaction yield, written as a fraction of the theoretical maximum amount of product (1.0 means a 100% yield; for example, 0.34 means a 34% yield). (1) The reactants are [F:1][C:2]1[CH:7]=[CH:6][CH:5]=[CH:4][C:3]=1[C:8]1[CH:20]=[CH:19][C:18]([C:21]([NH2:23])=[O:22])=[C:17]2[C:9]=1[C:10]1[CH2:11][CH2:12][CH2:13][CH2:14][C:15]=1[NH:16]2.ClC1C(=O)C(C#N)=C(C#N)C(=O)C=1Cl. The catalyst is C1(C)C=CC=CC=1. The product is [F:1][C:2]1[CH:7]=[CH:6][CH:5]=[CH:4][C:3]=1[C:8]1[C:9]2[C:10]3[C:15](=[CH:14][CH:13]=[CH:12][CH:11]=3)[NH:16][C:17]=2[C:18]([C:21]([NH2:23])=[O:22])=[CH:19][CH:20]=1. The yield is 0.190. (2) The reactants are Br[C:2]1[CH:3]=[CH:4][C:5]([N+:31]([O-])=O)=[C:6]2[C:11]=1[NH:10][CH:9]=[C:8]([C:12]([NH:14][C:15]1[CH:20]=[C:19]([OH:21])[C:18]([C:22]([CH3:25])([CH3:24])[CH3:23])=[CH:17][C:16]=1[C:26]([CH3:29])([CH3:28])[CH3:27])=[O:13])[C:7]2=[O:30].Cl. The catalyst is [Pd].CCOC(C)=O. The product is [NH2:31][C:5]1[CH:4]=[CH:3][CH:2]=[C:11]2[C:6]=1[C:7](=[O:30])[C:8]([C:12]([NH:14][C:15]1[CH:20]=[C:19]([OH:21])[C:18]([C:22]([CH3:23])([CH3:24])[CH3:25])=[CH:17][C:16]=1[C:26]([CH3:29])([CH3:28])[CH3:27])=[O:13])=[CH:9][NH:10]2. The yield is 0.480. (3) The reactants are [CH3:1][Si:2]([CH3:19])([CH3:18])[CH2:3][CH2:4][O:5][CH2:6][N:7]1[C:11]2[CH:12]=[CH:13][CH:14]=[CH:15][C:10]=2[N:9]=[C:8]1[CH:16]=O.[NH2:20][CH:21]1[C:30]2[N:29]=[CH:28][CH:27]=[CH:26][C:25]=2[CH2:24][CH2:23][CH2:22]1. The catalyst is CO. The product is [CH3:1][Si:2]([CH3:19])([CH3:18])[CH2:3][CH2:4][O:5][CH2:6][N:7]1[C:11]2[CH:12]=[CH:13][CH:14]=[CH:15][C:10]=2[N:9]=[C:8]1[CH2:16][NH:20][CH:21]1[C:30]2[N:29]=[CH:28][CH:27]=[CH:26][C:25]=2[CH2:24][CH2:23][CH2:22]1. The yield is 0.980. (4) The reactants are Cl[C:2]1[N:7]=[C:6]([C:8]2[CH:13]=[CH:12][CH:11]=[CH:10][CH:9]=2)[N:5]=[C:4]([C:14]([NH:16][C:17]2[CH:22]=[CH:21][CH:20]=[CH:19][C:18]=2[C:23]2[S:24][C:25]([CH2:28][CH2:29][CH3:30])=[N:26][N:27]=2)=[O:15])[CH:3]=1.C1COCC1.[CH2:36]([NH:38][CH2:39][CH2:40][N:41]([CH3:43])[CH3:42])[CH3:37]. The catalyst is O. The product is [CH3:42][N:41]([CH3:43])[CH2:40][CH2:39][N:38]([CH2:36][CH3:37])[C:2]1[N:7]=[C:6]([C:8]2[CH:13]=[CH:12][CH:11]=[CH:10][CH:9]=2)[N:5]=[C:4]([C:14]([NH:16][C:17]2[CH:22]=[CH:21][CH:20]=[CH:19][C:18]=2[C:23]2[S:24][C:25]([CH2:28][CH2:29][CH3:30])=[N:26][N:27]=2)=[O:15])[CH:3]=1. The yield is 0.580. (5) The yield is 0.490. The reactants are [C:1]1([C:9]2[CH:14]=[CH:13][C:12]([NH2:15])=[C:11]([NH2:16])[CH:10]=2)[CH:6]=[CH:5][C:4]([NH2:7])=[C:3]([NH2:8])[CH:2]=1.[NH2:17][C:18]1[CH:26]=[CH:25][C:21]([C:22](O)=O)=[CH:20][CH:19]=1.O. The catalyst is CO. The product is [NH:15]1[C:12]2[CH:13]=[CH:14][C:9]([C:1]3[CH:6]=[CH:5][C:4]4[N:7]=[C:22]([C:21]5[CH:25]=[CH:26][C:18]([NH2:17])=[CH:19][CH:20]=5)[NH:8][C:3]=4[CH:2]=3)=[CH:10][C:11]=2[N:16]=[C:9]1[C:1]1[CH:6]=[CH:5][C:4]([NH2:7])=[CH:3][CH:2]=1.